Predict which catalyst facilitates the given reaction. From a dataset of Catalyst prediction with 721,799 reactions and 888 catalyst types from USPTO. Reactant: [CH:1]1([C:4]([OH:6])=O)[CH2:3][CH2:2]1.CN(C(ON1N=NC2C1=CC=CC=2)=[N+](C)C)C.F[P-](F)(F)(F)(F)F.FC(F)(F)C([N:35]1[CH2:41][C@H:40]2[CH2:42][C@H:37]([CH2:38][NH:39]2)[CH2:36]1)=O.[Cl-].[NH4+]. Product: [CH:1]1([C:4]([N:39]2[CH2:38][C@H:37]3[CH2:42][C@@H:40]2[CH2:41][NH:35][CH2:36]3)=[O:6])[CH2:3][CH2:2]1. The catalyst class is: 4.